From a dataset of Peptide-MHC class II binding affinity with 134,281 pairs from IEDB. Regression. Given a peptide amino acid sequence and an MHC pseudo amino acid sequence, predict their binding affinity value. This is MHC class II binding data. The peptide sequence is STPSVTIPGPNIMVPS. The MHC is H-2-IAb with pseudo-sequence H-2-IAb. The binding affinity (normalized) is 0.508.